Dataset: HIV replication inhibition screening data with 41,000+ compounds from the AIDS Antiviral Screen. Task: Binary Classification. Given a drug SMILES string, predict its activity (active/inactive) in a high-throughput screening assay against a specified biological target. (1) The drug is CC(CC(=O)Nc1ccc(Cl)cc1)=NNC(=O)C[n+]1ccccc1.[Cl-]. The result is 0 (inactive). (2) The drug is CCCc1cc(=O)oc2c3c(cc(OC(C)COC)c12)OC(C)C(C)C3O. The result is 1 (active). (3) The molecule is CC(C)(C)OC(=O)N(CCCCNCc1ccc2ccccc2c1)CCCNCc1ccc2ccccc2c1. The result is 0 (inactive). (4) The molecule is COc1ccc(NC(=O)C(=NNC(=O)C[n+]2ccccc2)c2c(O)c3ccc(O)cc3oc2=O)c([N+](=O)[O-])c1.[Cl-]. The result is 0 (inactive). (5) The molecule is CCCNC(=O)c1nc(SC)sc1NC(=O)c1ccc([N+](=O)[O-])cc1. The result is 0 (inactive). (6) The molecule is Nc1nc(Cl)cc(NCC2(CO)CC(CCc3ccccc3)C2)n1. The result is 0 (inactive). (7) The molecule is Cc1ncc2c(=O)c3c(oc2n1)c1ccccc1n3Cc1ccccc1. The result is 0 (inactive).